Dataset: Clinical trial toxicity outcomes and FDA approval status for drugs. Task: Regression/Classification. Given a drug SMILES string, predict its toxicity properties. Task type varies by dataset: regression for continuous values (e.g., LD50, hERG inhibition percentage) or binary classification for toxic/non-toxic outcomes (e.g., AMES mutagenicity, cardiotoxicity, hepatotoxicity). Dataset: clintox. (1) The molecule is CC(=O)O[C@H]1C[C@@H]2CC[C@@H]3[C@H](CC[C@@]4(C)[C@H]3C[C@H](N3CC[N+](C)(C)CC3)[C@@H]4OC(C)=O)[C@@]2(C)C[C@@H]1N1CC[N+](C)(C)CC1. The result is 0 (passed clinical trial). (2) The drug is C=C(C)[C@@H]1CC[C@@]2(C1)C(C)=CCC[C@@H]2C. The result is 0 (passed clinical trial). (3) The molecule is CC[C@@]1(O)C(=O)OCc2c1cc1n(c2=O)Cc2cc3c(C[NH+](C)C)c(O)ccc3nc2-1. The result is 0 (passed clinical trial). (4) The molecule is O=C(CCC[NH+]1CC=C(n2c(=O)[nH]c3ccccc32)CC1)c1ccc(F)cc1. The result is 0 (passed clinical trial). (5) The drug is CC(C)C[C@H](NC(=O)[C@@H](Cc1c[nH]c2ccccc12)NC(=O)[C@H](Cc1ccc(O)cc1)NC(=O)[C@H](CO)NC(=O)[C@H](Cc1c[nH]c2ccccc12)NC(=O)[C@H](Cc1cnc[nH]1)NC(=O)[C@@H]1CCC(=O)N1)C(=O)N[C@@H](CCC[NH+]=C(N)N)C(=O)N1CCC[C@H]1C(=O)NCC(N)=O. The result is 0 (passed clinical trial). (6) The drug is C[C@H]([NH3+])C(=O)N[C@@H](C)C(=O)NC1[C@@H]2CN(c3nc4c(cc3F)c(=O)c(C(=O)[O-])cn4-c3ccc(F)cc3F)C[C@H]12. The result is 0 (passed clinical trial). (7) The molecule is CC(=O)N(CC(O)CN(C(C)=O)c1c(I)c(C(=O)NCC(O)CO)c(I)c(C(=O)NCC(O)CO)c1I)c1c(I)c(C(=O)NCC(O)CO)c(I)c(C(=O)NCC(O)CO)c1I. The result is 0 (passed clinical trial). (8) The molecule is C[C@H]([NH3+])Cc1ccccc1. The result is 0 (passed clinical trial).